This data is from Catalyst prediction with 721,799 reactions and 888 catalyst types from USPTO. The task is: Predict which catalyst facilitates the given reaction. (1) Reactant: Br[CH:2]([CH:20]([CH3:22])[CH3:21])[CH2:3][N-:4][C:5]1[CH:10]=[C:9]([C:11]([F:14])([F:13])[F:12])[CH:8]=[C:7]([C:15]([F:18])([F:17])[F:16])[C:6]=1[OH:19].C(=O)([O-])[O-:24].[K+].[K+].C(OCC)(=O)C.O. Product: [CH:20]([CH:2]1[C:3](=[O:24])[NH:4][C:5]2[CH:10]=[C:9]([C:11]([F:14])([F:13])[F:12])[CH:8]=[C:7]([C:15]([F:18])([F:17])[F:16])[C:6]=2[O:19]1)([CH3:22])[CH3:21]. The catalyst class is: 9. (2) Reactant: [CH2:1]([N:3]([CH2:6][CH3:7])[CH2:4][CH3:5])[CH3:2].CS(Cl)(=O)=[O:10].[Cl-].C(OC([NH:24][C@H:25]1[CH2:30][CH2:29][C@H:28]([C:31]([N:33]2[CH2:41][C:40]3[C:35](=[CH:36]C=[C:38](CO)[CH:39]=3)[CH2:34]2)=[O:32])[CH2:27][CH2:26]1)=O)C1C=CC=CC=1. Product: [O:10]1[CH2:5][CH2:4][N:3]([CH2:6][C:7]2[CH:36]=[C:35]3[C:40](=[CH:39][CH:38]=2)[CH2:41][N:33]([C:31]([C@H:28]2[CH2:27][CH2:26][C@H:25]([NH2:24])[CH2:30][CH2:29]2)=[O:32])[CH2:34]3)[CH2:1][CH2:2]1. The catalyst class is: 6. (3) Product: [Br:1][C:2]1[C:3]([C:23]2[CH:28]=[CH:27][CH:26]=[CH:25][CH:24]=2)=[N:4][N:5]2[C:10]([C:32]3[C:33]([CH3:40])=[C:34]4[C:39](=[C:30]([F:29])[CH:31]=3)[O:38][CH2:37][CH2:36][CH2:35]4)=[C:9]([CH:12]([O:17][C:18]([CH3:21])([CH3:20])[CH3:19])[C:13]([O:15][CH3:16])=[O:14])[C:8]([CH3:22])=[N:7][C:6]=12. Reactant: [Br:1][C:2]1[C:3]([C:23]2[CH:28]=[CH:27][CH:26]=[CH:25][CH:24]=2)=[N:4][N:5]2[C:10](Cl)=[C:9]([CH:12]([O:17][C:18]([CH3:21])([CH3:20])[CH3:19])[C:13]([O:15][CH3:16])=[O:14])[C:8]([CH3:22])=[N:7][C:6]=12.[F:29][C:30]1[CH:31]=[C:32](B2OC(C)(C)C(C)(C)O2)[C:33]([CH3:40])=[C:34]2[C:39]=1[O:38][CH2:37][CH2:36][CH2:35]2.C([O-])([O-])=O.[K+].[K+]. The catalyst class is: 455. (4) Reactant: [B:1]([C:4]1[CH:12]=[CH:11][C:7]([C:8]([OH:10])=O)=[CH:6][CH:5]=1)([OH:3])[OH:2].CCN=C=NCCCN(C)C.[NH2:24][CH2:25][CH2:26][CH2:27][NH:28][C:29](=[O:55])[CH2:30][C@@H:31]1[N:37]=[C:36]([C:38]2[CH:43]=[CH:42][C:41]([Cl:44])=[CH:40][CH:39]=2)[C:35]2[CH:45]=[C:46]([O:49][CH3:50])[CH:47]=[CH:48][C:34]=2[N:33]2[C:51]([CH3:54])=[N:52][N:53]=[C:32]12.ClC1C=CC(C2C3C=C(OC)C=CC=3N3C(C)=NN=C3[C@H](CC(NCCNC(C3C=CC(B(O)O)=CC=3)=O)=O)N=2)=CC=1. Product: [Cl:44][C:41]1[CH:42]=[CH:43][C:38]([C:36]2[C:35]3[CH:45]=[C:46]([O:49][CH3:50])[CH:47]=[CH:48][C:34]=3[N:33]3[C:51]([CH3:54])=[N:52][N:53]=[C:32]3[C@H:31]([CH2:30][C:29]([NH:28][CH2:27][CH2:26][CH2:25][NH:24][C:8]([C:7]3[CH:6]=[CH:5][C:4]([B:1]([OH:2])[OH:3])=[CH:12][CH:11]=3)=[O:10])=[O:55])[N:37]=2)=[CH:39][CH:40]=1. The catalyst class is: 64. (5) Reactant: [Br:1][C:2]1[C:3]([N:9]([CH2:16][CH:17]=[CH2:18])[C:10](=[O:15])[C:11]([CH3:14])([CH3:13])[CH3:12])=[N:4][C:5](Cl)=[CH:6][CH:7]=1.[CH3:19][O-:20].[Na+].O. Product: [Br:1][C:2]1[C:3]([N:9]([CH2:16][CH:17]=[CH2:18])[C:10](=[O:15])[C:11]([CH3:14])([CH3:13])[CH3:12])=[N:4][C:5]([O:20][CH3:19])=[CH:6][CH:7]=1. The catalyst class is: 5. (6) Reactant: [F:1][C:2]1[CH:26]=[CH:25][CH:24]=[CH:23][C:3]=1[CH2:4][O:5][C:6]1[CH:11]=[CH:10][C:9]([C:12](=[O:22])[CH2:13][CH2:14][C:15]([O:17]C(C)(C)C)=[O:16])=[CH:8][CH:7]=1.FC(F)(F)C(O)=O. Product: [F:1][C:2]1[CH:26]=[CH:25][CH:24]=[CH:23][C:3]=1[CH2:4][O:5][C:6]1[CH:7]=[CH:8][C:9]([C:12](=[O:22])[CH2:13][CH2:14][C:15]([OH:17])=[O:16])=[CH:10][CH:11]=1. The catalyst class is: 4. (7) Reactant: [F:1][C:2]1[N:7]=[CH:6][C:5]([CH2:8][OH:9])=[CH:4][CH:3]=1.N1C=CN=C1.[Si:15](Cl)([C:18]([CH3:21])([CH3:20])[CH3:19])([CH3:17])[CH3:16]. Product: [Si:15]([O:9][CH2:8][C:5]1[CH:4]=[CH:3][C:2]([F:1])=[N:7][CH:6]=1)([C:18]([CH3:21])([CH3:20])[CH3:19])([CH3:17])[CH3:16]. The catalyst class is: 2.